The task is: Predict the reactants needed to synthesize the given product.. This data is from Full USPTO retrosynthesis dataset with 1.9M reactions from patents (1976-2016). (1) The reactants are: [CH3:1][N:2]1[C:6]2=[N:7][CH:8]=[CH:9][CH:10]=[C:5]2[N:4]=[C:3]1S(C)(=O)=O.[CH2:15]([N:17]1[C:25]2[C:20](=[N:21][CH:22]=[CH:23][CH:24]=2)[C:19]([C:26]2[N:31]=[CH:30][C:29]([OH:32])=[CH:28][CH:27]=2)=[N:18]1)[CH3:16].[H-].[Na+].O. Given the product [CH2:15]([N:17]1[C:25]2[C:20](=[N:21][CH:22]=[CH:23][CH:24]=2)[C:19]([C:26]2[CH:27]=[CH:28][C:29]([O:32][C:3]3[N:2]([CH3:1])[C:6]4=[N:7][CH:8]=[CH:9][CH:10]=[C:5]4[N:4]=3)=[CH:30][N:31]=2)=[N:18]1)[CH3:16], predict the reactants needed to synthesize it. (2) Given the product [CH3:32][C:33]1[N:28]2[C:9](=[O:10])[N:30]([N:29]3[CH2:47][CH2:46][NH:45][CH2:48][CH2:49]3)[CH2:25][C:26]2=[CH:27][N:34]=1, predict the reactants needed to synthesize it. The reactants are: ClC1C=CC(N[C:9](OC(C2C=CC=CC=2)C(O)=O)=[O:10])=CC=1.C1C=C[C:25]2[N:30](O)[N:29]=[N:28][C:26]=2[CH:27]=1.[CH3:32][CH2:33][N:34]=C=NCCCN(C)C.C([N:45]([CH2:48][CH3:49])[CH2:46][CH3:47])C. (3) Given the product [CH2:35]([N:17]([CH:18]1[C:27]2[C:22](=[CH:23][CH:24]=[CH:25][CH:26]=2)[O:21][CH2:20][CH:19]1[CH2:28][C:29]1[CH:30]=[CH:31][CH:32]=[CH:33][CH:34]=1)[C:16]([CH2:15][NH:14][C:12](=[O:13])[NH:11][C:7]1[CH:6]=[C:5]([CH:10]=[CH:9][CH:8]=1)[C:4]([OH:43])=[O:3])=[O:42])[C:36]1[CH:41]=[CH:40][CH:39]=[CH:38][CH:37]=1, predict the reactants needed to synthesize it. The reactants are: C([O:3][C:4](=[O:43])[C:5]1[CH:10]=[CH:9][CH:8]=[C:7]([NH:11][C:12]([NH:14][CH2:15][C:16](=[O:42])[N:17]([CH2:35][C:36]2[CH:41]=[CH:40][CH:39]=[CH:38][CH:37]=2)[CH:18]2[C:27]3[C:22](=[CH:23][CH:24]=[CH:25][CH:26]=3)[O:21][CH2:20][CH:19]2[CH2:28][C:29]2[CH:34]=[CH:33][CH:32]=[CH:31][CH:30]=2)=[O:13])[CH:6]=1)C.[OH-].[Li+]. (4) Given the product [CH3:27][NH:28][C:29]([C:31]1[CH:36]=[C:35]([CH2:37][NH:16][C:15]2[CH:14]=[CH:13][S:12][C:11]=2[C:9](=[O:10])[NH:8][C:5]2[CH:6]=[CH:7][C:2]([Br:1])=[C:3]([CH3:17])[CH:4]=2)[CH:34]=[CH:33][N:32]=1)=[O:30], predict the reactants needed to synthesize it. The reactants are: [Br:1][C:2]1[CH:7]=[CH:6][C:5]([NH:8][C:9]([C:11]2[S:12][CH:13]=[CH:14][C:15]=2[NH2:16])=[O:10])=[CH:4][C:3]=1[CH3:17].BrC1C=CC(N)=CC=1C.[CH3:27][NH:28][C:29]([C:31]1[CH:36]=[C:35]([CH:37]=O)[CH:34]=[CH:33][N:32]=1)=[O:30].OS(O)(=O)=O.[BH4-].[Na+].[OH-].[Na+].